From a dataset of Catalyst prediction with 721,799 reactions and 888 catalyst types from USPTO. Predict which catalyst facilitates the given reaction. (1) Reactant: [O:1]=[C:2]1[NH:11][CH:10]([C:12]2[CH:19]=[CH:18][C:15]([C:16]#[N:17])=[CH:14][C:13]=2[S:20]([CH3:23])(=[O:22])=[O:21])[C:9]2[C:8](=[O:24])[CH2:7][CH2:6][CH2:5][C:4]=2[N:3]1[C:25]1[CH:30]=[CH:29][CH:28]=[C:27]([C:31]([F:34])([F:33])[F:32])[CH:26]=1.C(=O)([O-])[O-].[Cs+].[Cs+].Br[CH2:42][CH:43]1[CH2:46][O:45][CH2:44]1. Product: [CH3:23][S:20]([C:13]1[CH:14]=[C:15]([CH:18]=[CH:19][C:12]=1[CH:10]1[C:9]2[C:8](=[O:24])[CH2:7][CH2:6][CH2:5][C:4]=2[N:3]([C:25]2[CH:30]=[CH:29][CH:28]=[C:27]([C:31]([F:33])([F:34])[F:32])[CH:26]=2)[C:2](=[O:1])[N:11]1[CH2:42][CH:43]1[CH2:46][O:45][CH2:44]1)[C:16]#[N:17])(=[O:22])=[O:21]. The catalyst class is: 18. (2) Reactant: [C:1]([C:3]1[CH:8]=[CH:7][C:6]([C@@H:9]2[C:14]([C:15]([OH:17])=O)=[C:13]([CH3:18])[N:12]([C:19]3[CH:24]=[CH:23][CH:22]=[C:21]([C:25]([F:28])([F:27])[F:26])[CH:20]=3)[C:11](=[O:29])[NH:10]2)=[CH:5][CH:4]=1)#[N:2].C([N:32]1[CH:36]=[CH:35][N:34]=[CH:33]1)([N:32]1[CH:36]=[CH:35][N:34]=[CH:33]1)=O. Product: [N:32]1([C:15]([C:14]2[C@@H:9]([C:6]3[CH:7]=[CH:8][C:3]([C:1]#[N:2])=[CH:4][CH:5]=3)[NH:10][C:11](=[O:29])[N:12]([C:19]3[CH:24]=[CH:23][CH:22]=[C:21]([C:25]([F:26])([F:27])[F:28])[CH:20]=3)[C:13]=2[CH3:18])=[O:17])[CH:36]=[CH:35][N:34]=[CH:33]1. The catalyst class is: 3. (3) Reactant: C[O:2][CH2:3][C@H:4]([CH3:36])[O:5][C:6]1[CH:7]=[C:8]([C:23]2[NH:27][C:26]([C:28]3[O:29][C@@H:30]([CH3:35])[C@@H:31]([CH2:33][OH:34])[N:32]=3)=[CH:25][CH:24]=2)[CH:9]=[C:10]([O:12][C:13]2[CH:14]=[N:15][C:16]([S:19]([CH3:22])(=[O:21])=[O:20])=[CH:17][CH:18]=2)[CH:11]=1.B(Br)(Br)Br.C(=O)([O-])O.[Na+]. Product: [OH:34][CH2:33][C@@H:31]1[C@H:30]([CH3:35])[O:29][C:28]([C:26]2[NH:27][C:23]([C:8]3[CH:7]=[C:6]([CH:11]=[C:10]([O:12][C:13]4[CH:14]=[N:15][C:16]([S:19]([CH3:22])(=[O:21])=[O:20])=[CH:17][CH:18]=4)[CH:9]=3)[O:5][C@@H:4]([CH3:36])[CH2:3][OH:2])=[CH:24][CH:25]=2)=[N:32]1. The catalyst class is: 2. (4) Reactant: [NH2:1][C:2]1[C:3]([C:26]([F:29])([F:28])[F:27])=[C:4]2[C:10]([CH:11]3[CH2:16][CH2:15][N:14]([C:17]([O:19][C:20]([CH3:23])([CH3:22])[CH3:21])=[O:18])[CH2:13][CH:12]3[CH3:24])=[CH:9][N:8]([CH3:25])[C:5]2=[N:6][CH:7]=1.[C:30]([C:32]1[CH:33]=[C:34]([CH:38]=[CH:39][CH:40]=1)[C:35](Cl)=[O:36])#[N:31]. Product: [C:30]([C:32]1[CH:33]=[C:34]([CH:38]=[CH:39][CH:40]=1)[C:35]([NH:1][C:2]1[C:3]([C:26]([F:28])([F:27])[F:29])=[C:4]2[C:10]([CH:11]3[CH2:16][CH2:15][N:14]([C:17]([O:19][C:20]([CH3:22])([CH3:23])[CH3:21])=[O:18])[CH2:13][CH:12]3[CH3:24])=[CH:9][N:8]([CH3:25])[C:5]2=[N:6][CH:7]=1)=[O:36])#[N:31]. The catalyst class is: 64. (5) Reactant: [N:1]1[C:5]2[CH:6]=[CH:7][CH:8]=[CH:9][C:4]=2[NH:3][C:2]=1[C:10]1[NH:14][C:13]2[CH:15]=[CH:16][CH:17]=[CH:18][C:12]=2[N:11]=1.[OH-].[Na+].[CH3:21]OS(OC)(=O)=O. Product: [CH3:21][N:1]1[C:5]2[CH:6]=[CH:7][CH:8]=[CH:9][C:4]=2[N:3]=[C:2]1[C:10]1[NH:11][C:12]2[CH:18]=[CH:17][CH:16]=[CH:15][C:13]=2[N:14]=1. The catalyst class is: 9. (6) Reactant: F[C:2]1[C:3]([N+:8]([O-:10])=[O:9])=[N:4][CH:5]=[CH:6][CH:7]=1.[CH2:11]([NH2:16])[CH2:12][CH2:13][CH2:14][CH3:15].CCN(C(C)C)C(C)C. Product: [N+:8]([C:3]1[C:2]([NH:16][CH2:11][CH2:12][CH2:13][CH2:14][CH3:15])=[CH:7][CH:6]=[CH:5][N:4]=1)([O-:10])=[O:9]. The catalyst class is: 58. (7) Reactant: [Cl:1][CH2:2][CH2:3][CH2:4][O:5][C:6]1[CH:11]=[CH:10][CH:9]=[CH:8][C:7]=1[NH:12][C:13]1[N:21]=[C:20]([Cl:22])[N:19]=[C:18]2[C:14]=1[N:15]=[CH:16][NH:17]2.Br[CH:24]1[CH2:28][CH2:27][CH2:26][CH2:25]1.C(=O)([O-])[O-].[K+].[K+]. Product: [Cl:1][CH2:2][CH2:3][CH2:4][O:5][C:6]1[CH:11]=[CH:10][CH:9]=[CH:8][C:7]=1[NH:12][C:13]1[N:21]=[C:20]([Cl:22])[N:19]=[C:18]2[C:14]=1[N:15]=[CH:16][N:17]2[CH:24]1[CH2:28][CH2:27][CH2:26][CH2:25]1. The catalyst class is: 3. (8) Reactant: [CH3:1][O:2][C:3](=[O:22])[C@@H:4]([NH:14][C:15]([O:17][C:18]([CH3:21])([CH3:20])[CH3:19])=[O:16])[CH2:5][C:6]1[CH:11]=[CH:10][C:9]([OH:12])=[C:8]([OH:13])[CH:7]=1.C(=O)([O-])[O-].[K+].[K+].[I-].[K+].[CH2:31](Cl)[C:32]1[CH:37]=[CH:36][CH:35]=[CH:34][CH:33]=1. Product: [CH3:1][O:2][C:3](=[O:22])[C@@H:4]([NH:14][C:15]([O:17][C:18]([CH3:19])([CH3:21])[CH3:20])=[O:16])[CH2:5][C:6]1[CH:11]=[CH:10][C:9]([O:12][CH2:31][C:32]2[CH:37]=[CH:36][CH:35]=[CH:34][CH:33]=2)=[C:8]([O:13][CH2:5][C:6]2[CH:11]=[CH:10][CH:9]=[CH:8][CH:7]=2)[CH:7]=1. The catalyst class is: 21. (9) Reactant: [Br:1][C:2]1[CH:7]=[CH:6][C:5]([C:8]2[N:9]([CH2:15][CH:16]3[CH2:20][CH2:19][N:18]([C:21]([O:23]C(C)(C)C)=O)[CH2:17]3)[C:10]([CH3:14])=[C:11]([CH3:13])[N:12]=2)=[CH:4][CH:3]=1.Cl.CCN([CH:35]([CH3:37])[CH3:36])C(C)C.C1(C(Cl)=O)CC1. Product: [Br:1][C:2]1[CH:7]=[CH:6][C:5]([C:8]2[N:9]([CH2:15][CH:16]3[CH2:20][CH2:19][N:18]([C:21]([CH:35]4[CH2:37][CH2:36]4)=[O:23])[CH2:17]3)[C:10]([CH3:14])=[C:11]([CH3:13])[N:12]=2)=[CH:4][CH:3]=1. The catalyst class is: 24. (10) Reactant: [O:1]1[C:5]2[CH:6]=[CH:7][C:8]([C:10]3([C:13]([OH:15])=O)[CH2:12][CH2:11]3)=[CH:9][C:4]=2[O:3][CH2:2]1.S(Cl)(Cl)=O.CN(C)C=O.[Br:25][C:26]1[CH:27]=[CH:28][C:29]([NH2:32])=[N:30][CH:31]=1. Product: [O:1]1[C:5]2[CH:6]=[CH:7][C:8]([C:10]3([C:13]([NH:32][C:29]4[CH:28]=[CH:27][C:26]([Br:25])=[CH:31][N:30]=4)=[O:15])[CH2:11][CH2:12]3)=[CH:9][C:4]=2[O:3][CH2:2]1. The catalyst class is: 17.